From a dataset of Full USPTO retrosynthesis dataset with 1.9M reactions from patents (1976-2016). Predict the reactants needed to synthesize the given product. (1) The reactants are: [Cl:1][S:2]([CH2:5][C:6](Cl)=[O:7])(=[O:4])=[O:3].[CH3:9][OH:10]. Given the product [CH3:9][O:10][C:6](=[O:7])[CH2:5][S:2]([Cl:1])(=[O:4])=[O:3], predict the reactants needed to synthesize it. (2) Given the product [CH:18]1[C:10]([CH:9]=[O:19])=[CH:11][C:12]2[O:13][CH2:14][O:15][C:16]=2[CH:17]=1, predict the reactants needed to synthesize it. The reactants are: C1(C)C(C)=CC=CC=1.[CH2:9]([OH:19])[C:10]1[CH:18]=[CH:17][C:16]2[O:15][CH2:14][O:13][C:12]=2[CH:11]=1.OO.[OH-].[Na+].